The task is: Predict the product of the given reaction.. This data is from Forward reaction prediction with 1.9M reactions from USPTO patents (1976-2016). (1) Given the reactants [Cl:1][C:2]1[CH:3]=[C:4]([C:9]2([C:24]([F:27])([F:26])[F:25])[O:13][N:12]=[C:11]([C:14]3[CH:22]=[CH:21][C:17]([C:18]([OH:20])=O)=[C:16]([CH3:23])[CH:15]=3)[CH2:10]2)[CH:5]=[C:6]([Cl:8])[CH:7]=1.CCN(C(C)C)C(C)C.CN(C(ON1N=NC2C=CC=NC1=2)=[N+](C)C)C.F[P-](F)(F)(F)(F)F.Cl.[NH2:62][CH2:63][C:64]1[CH:65]=[CH:66][C:67]2[C:71]([CH2:74][F:75])([CH2:72][F:73])[O:70][B:69]([OH:76])[C:68]=2[CH:77]=1, predict the reaction product. The product is: [F:75][CH2:74][C:71]1([CH2:72][F:73])[O:70][B:69]([OH:76])[C:68]2[CH:77]=[C:64]([CH2:63][NH:62][C:18](=[O:20])[C:17]3[CH:21]=[CH:22][C:14]([C:11]4[CH2:10][C:9]([C:4]5[CH:3]=[C:2]([Cl:1])[CH:7]=[C:6]([Cl:8])[CH:5]=5)([C:24]([F:27])([F:25])[F:26])[O:13][N:12]=4)=[CH:15][C:16]=3[CH3:23])[CH:65]=[CH:66][C:67]1=2. (2) Given the reactants [F:1][C:2]1[CH:8]=[C:7]([I:9])[CH:6]=[CH:5][C:3]=1[NH2:4].[Cl:10][C:11]1[CH:16]=[CH:15][C:14]([Cl:17])=[CH:13][C:12]=1[S:18](Cl)(=[O:20])=[O:19], predict the reaction product. The product is: [Cl:10][C:11]1[CH:16]=[CH:15][C:14]([Cl:17])=[CH:13][C:12]=1[S:18]([NH:4][C:3]1[CH:5]=[CH:6][C:7]([I:9])=[CH:8][C:2]=1[F:1])(=[O:20])=[O:19]. (3) Given the reactants [CH:1]1([CH2:7][O:8][C:9]2[CH:10]=[C:11]([CH:15]=[CH:16][CH:17]=2)[C:12]([OH:14])=O)[CH2:6][CH2:5][CH2:4][CH2:3][CH2:2]1.S(Cl)(Cl)=O.[NH2:22][C:23]1[CH:28]=[CH:27][CH:26]=[CH:25][C:24]=1[S:29]([NH2:32])(=[O:31])=[O:30], predict the reaction product. The product is: [CH:1]1([CH2:7][O:8][C:9]2[CH:10]=[C:11]([CH:15]=[CH:16][CH:17]=2)[C:12]([NH:22][C:23]2[CH:28]=[CH:27][CH:26]=[CH:25][C:24]=2[S:29](=[O:31])(=[O:30])[NH2:32])=[O:14])[CH2:2][CH2:3][CH2:4][CH2:5][CH2:6]1. (4) Given the reactants [CH3:1][C:2]1([CH3:18])[C:14]2[CH:13]=[C:12](B(O)O)[CH:11]=[CH:10][C:9]=2[C:8]2[C:3]1=[CH:4][CH:5]=[CH:6][CH:7]=2.Br[C:20]1[CH:21]=[C:22]([C:27]2[N:32]=[C:31]([C:33]3[CH:38]=[CH:37][CH:36]=[CH:35][CH:34]=3)[CH:30]=[C:29]([C:39]3[CH:44]=[CH:43][CH:42]=[CH:41][CH:40]=3)[N:28]=2)[CH:23]=[C:24](Br)[CH:25]=1.C([O-])([O-])=O.[K+].[K+].[N:51]1[CH:56]=[CH:55][CH:54]=[CH:53][C:52]=1[C:57]1[CH:62]=[CH:61][C:60](B(O)O)=[CH:59][CH:58]=1, predict the reaction product. The product is: [CH3:1][C:2]1([CH3:18])[C:14]2[CH:13]=[C:12]([C:20]3[CH:21]=[C:22]([C:27]4[N:32]=[C:31]([C:33]5[CH:38]=[CH:37][CH:36]=[CH:35][CH:34]=5)[CH:30]=[C:29]([C:39]5[CH:44]=[CH:43][CH:42]=[CH:41][CH:40]=5)[N:28]=4)[CH:23]=[C:24]([C:60]4[CH:59]=[CH:58][C:57]([C:52]5[CH:53]=[CH:54][CH:55]=[CH:56][N:51]=5)=[CH:62][CH:61]=4)[CH:25]=3)[CH:11]=[CH:10][C:9]=2[C:8]2[C:3]1=[CH:4][CH:5]=[CH:6][CH:7]=2. (5) Given the reactants [O:1]=[C:2]1[C@@H:8]2[CH2:9][C@@H:4]([CH2:5][CH2:6][C@@H:7]2[NH:10][C:11](=[O:20])[O:12][CH2:13][C:14]2[CH:19]=[CH:18][CH:17]=[CH:16][CH:15]=2)[O:3]1.[Li+].[BH4-], predict the reaction product. The product is: [OH:3][C@@H:4]1[CH2:5][CH2:6][C@H:7]([NH:10][C:11](=[O:20])[O:12][CH2:13][C:14]2[CH:19]=[CH:18][CH:17]=[CH:16][CH:15]=2)[C@H:8]([CH2:2][OH:1])[CH2:9]1.